From a dataset of Forward reaction prediction with 1.9M reactions from USPTO patents (1976-2016). Predict the product of the given reaction. (1) Given the reactants O.[NH2:2][NH2:3].[CH2:4]([O:6][C:7](=[O:21])[C:8](=O)[CH2:9][C:10](=O)[CH2:11][O:12][C:13]1[CH:18]=[CH:17][CH:16]=[CH:15][CH:14]=1)[CH3:5], predict the reaction product. The product is: [CH2:4]([O:6][C:7]([C:8]1[CH:9]=[C:10]([CH2:11][O:12][C:13]2[CH:18]=[CH:17][CH:16]=[CH:15][CH:14]=2)[NH:3][N:2]=1)=[O:21])[CH3:5]. (2) Given the reactants [C:1](Cl)(=O)[CH2:2][CH2:3][CH3:4].CCN([CH2:12][CH3:13])CC, predict the reaction product. The product is: [CH2:1]1[C:12]2[C:13](=[CH:1][CH:2]=[CH:3][CH:4]=2)[CH2:4][CH2:3][CH2:2]1. (3) Given the reactants C(N(CC)CC)C.C(O[CH:11]=[C:12]([C:18]#[N:19])[C:13]([O:15][CH2:16][CH3:17])=[O:14])C.C(O)(=O)C(O)=O.[CH2:26]([NH:28][NH2:29])[CH3:27], predict the reaction product. The product is: [CH2:16]([O:15][C:13]([C:12]1[CH:11]=[N:29][N:28]([CH2:26][CH3:27])[C:18]=1[NH2:19])=[O:14])[CH3:17]. (4) Given the reactants [Br:1][C:2]1[C:3]([CH2:8][O:9][C:10]2[CH:15]=[C:14]([Cl:16])[CH:13]=[CH:12][C:11]=2I)=[N:4][CH:5]=[CH:6][CH:7]=1, predict the reaction product. The product is: [Br:1][C:2]1[C:3]([CH2:8][O:9][C:10]2[CH:15]=[C:14]([Cl:16])[CH:13]=[CH:12][C:11]=2[C:7]#[C:2][CH2:3][CH3:8])=[N:4][CH:5]=[CH:6][CH:7]=1. (5) Given the reactants [Cl:1][C:2]1[CH:7]=[CH:6][C:5]([OH:8])=[CH:4][C:3]=1[N:9]1[C:13]2[CH:14]=[CH:15][CH:16]=[C:17]([C:18]([F:21])([F:20])[F:19])[C:12]=2[N:11]=[CH:10]1.F[C:23]1[CH:28]=[CH:27][C:26]([S:29]([CH3:32])(=[O:31])=[O:30])=[CH:25][CH:24]=1, predict the reaction product. The product is: [Cl:1][C:2]1[CH:7]=[CH:6][C:5]([O:8][C:23]2[CH:28]=[CH:27][C:26]([S:29]([CH3:32])(=[O:31])=[O:30])=[CH:25][CH:24]=2)=[CH:4][C:3]=1[N:9]1[C:13]2[CH:14]=[CH:15][CH:16]=[C:17]([C:18]([F:21])([F:19])[F:20])[C:12]=2[N:11]=[CH:10]1. (6) The product is: [CH:1]12[CH2:10][CH:5]3[CH2:6][CH:7]([CH2:9][CH:3]([CH2:4]3)[CH:2]1[NH:11][C:12]([C:14]1[CH:15]=[N:16][N:17]([C:20]3[CH:25]=[CH:24][CH:23]=[CH:22][CH:21]=3)[C:18]=1[NH:32][CH:26]1[CH2:31][CH2:30][CH2:29][CH2:28][CH2:27]1)=[O:13])[CH2:8]2. Given the reactants [CH:1]12[CH2:10][CH:5]3[CH2:6][CH:7]([CH2:9][CH:3]([CH2:4]3)[CH:2]1[NH:11][C:12]([C:14]1[CH:15]=[N:16][N:17]([C:20]3[CH:25]=[CH:24][CH:23]=[CH:22][CH:21]=3)[C:18]=1Cl)=[O:13])[CH2:8]2.[CH:26]1([NH2:32])[CH2:31][CH2:30][CH2:29][CH2:28][CH2:27]1, predict the reaction product. (7) Given the reactants F[C:2](F)(F)[C:3](O)=[O:4].[F:8][C:9]1[C:10]([C:33]([F:36])([F:35])[F:34])=[C:11]([CH:16]2[CH2:21][CH2:20][N:19]([C:22]([C:24]3[C:32]4[CH2:31][CH2:30][NH:29][CH2:28][C:27]=4[NH:26][N:25]=3)=[O:23])[CH2:18][CH2:17]2)[CH:12]=[CH:13][C:14]=1[F:15].C(Cl)(=O)C, predict the reaction product. The product is: [F:8][C:9]1[C:10]([C:33]([F:34])([F:35])[F:36])=[C:11]([CH:16]2[CH2:17][CH2:18][N:19]([C:22]([C:24]3[C:32]4[CH2:31][CH2:30][N:29]([C:3](=[O:4])[CH3:2])[CH2:28][C:27]=4[NH:26][N:25]=3)=[O:23])[CH2:20][CH2:21]2)[CH:12]=[CH:13][C:14]=1[F:15]. (8) Given the reactants COC(C1C=C(OC2C=CC(S(C)(=O)=O)=CC=2)C=C2OC(C)CC=12)=O.[C:26]([O:30][C:31]([C:33]1[CH:44]=[C:43]([OH:45])[C:36]2[CH2:37][C:38]([CH2:41][OH:42])([CH3:40])[O:39][C:35]=2[CH:34]=1)=[O:32])([CH3:29])([CH3:28])[CH3:27].[CH:46]1([S:49]([C:52]2[CH:57]=[CH:56][C:55](F)=[CH:54][CH:53]=2)(=[O:51])=[O:50])[CH2:48][CH2:47]1, predict the reaction product. The product is: [C:26]([O:30][C:31]([C:33]1[CH:44]=[C:43]([O:45][C:55]2[CH:56]=[CH:57][C:52]([S:49]([CH:46]3[CH2:48][CH2:47]3)(=[O:50])=[O:51])=[CH:53][CH:54]=2)[C:36]2[CH2:37][C:38]([CH2:41][OH:42])([CH3:40])[O:39][C:35]=2[CH:34]=1)=[O:32])([CH3:27])([CH3:28])[CH3:29]. (9) Given the reactants [CH2:1]([O:3][C:4]([C:6]1[C:11]([NH:12][C:13]([O:15][C:16]([CH3:19])([CH3:18])[CH3:17])=[O:14])=[CH:10][CH:9]=[C:8]([CH2:20][O:21]C(=O)C)[N:7]=1)=[O:5])[CH3:2].CC[O-].[Na+], predict the reaction product. The product is: [CH2:1]([O:3][C:4]([C:6]1[C:11]([NH:12][C:13]([O:15][C:16]([CH3:18])([CH3:17])[CH3:19])=[O:14])=[CH:10][CH:9]=[C:8]([CH2:20][OH:21])[N:7]=1)=[O:5])[CH3:2]. (10) Given the reactants [CH3:1][C:2]1([C:7]2[O:11][C:10]([CH2:12][N:13]3[N:17]=[C:16]([NH2:18])[CH:15]=[N:14]3)=[CH:9][CH:8]=2)[O:6]CCO1.[CH3:19][O:20][C:21]1[CH:26]=[CH:25][C:24](/[CH:27]=[CH:28]/[C:29](O)=[O:30])=[CH:23][CH:22]=1, predict the reaction product. The product is: [C:2]([C:7]1[O:11][C:10]([CH2:12][N:13]2[N:17]=[C:16]([NH:18][C:29](=[O:30])/[CH:28]=[CH:27]/[C:24]3[CH:25]=[CH:26][C:21]([O:20][CH3:19])=[CH:22][CH:23]=3)[CH:15]=[N:14]2)=[CH:9][CH:8]=1)(=[O:6])[CH3:1].